Dataset: Full USPTO retrosynthesis dataset with 1.9M reactions from patents (1976-2016). Task: Predict the reactants needed to synthesize the given product. Given the product [CH3:1][O:2][CH:3]([CH:5]1[CH2:9][CH2:8][CH2:7][N:6]1[CH2:10][C:11]1[CH:16]=[CH:15][C:14]([NH2:17])=[CH:13][CH:12]=1)[CH3:4], predict the reactants needed to synthesize it. The reactants are: [CH3:1][O:2][CH:3]([CH:5]1[CH2:9][CH2:8][CH2:7][N:6]1[CH2:10][C:11]1[CH:16]=[CH:15][C:14]([N+:17]([O-])=O)=[CH:13][CH:12]=1)[CH3:4].C.O.NN.